Dataset: Reaction yield outcomes from USPTO patents with 853,638 reactions. Task: Predict the reaction yield, written as a fraction of the theoretical maximum amount of product (1.0 means a 100% yield; for example, 0.34 means a 34% yield). The reactants are [Br:1][CH2:2][C:3]1[CH:8]=[CH:7][C:6]([S:9](Cl)(=[O:11])=[O:10])=[CH:5][CH:4]=1.[NH:13]1[CH2:18][CH2:17][O:16][CH2:15][CH2:14]1.C(N(CC)CC)C. The catalyst is C(OCC)C.O. The product is [Br:1][CH2:2][C:3]1[CH:8]=[CH:7][C:6]([S:9]([N:13]2[CH2:18][CH2:17][O:16][CH2:15][CH2:14]2)(=[O:11])=[O:10])=[CH:5][CH:4]=1. The yield is 0.710.